Dataset: Full USPTO retrosynthesis dataset with 1.9M reactions from patents (1976-2016). Task: Predict the reactants needed to synthesize the given product. Given the product [Cl:1][C:2]1[CH:10]=[C:9]2[C:5]([C:6]([C:11]([OH:34])=[O:12])=[CH:7][NH:8]2)=[CH:4][C:3]=1[C:13]1[CH:18]=[CH:17][C:16]([CH:19]2[CH2:23][CH2:22][CH2:21][N:20]2[S:24]([CH3:27])(=[O:26])=[O:25])=[CH:15][CH:14]=1, predict the reactants needed to synthesize it. The reactants are: [Cl:1][C:2]1[CH:10]=[C:9]2[C:5]([C:6]([CH:11]=[O:12])=[CH:7][NH:8]2)=[CH:4][C:3]=1[C:13]1[CH:18]=[CH:17][C:16]([CH:19]2[CH2:23][CH2:22][CH2:21][N:20]2[S:24]([CH3:27])(=[O:26])=[O:25])=[CH:15][CH:14]=1.CC(=CC)C.Cl([O-])=[O:34].[Na+].P([O-])([O-])([O-])=O.[Na+].[Na+].[Na+].S([O-])([O-])=O.[Na+].[Na+].